This data is from Catalyst prediction with 721,799 reactions and 888 catalyst types from USPTO. The task is: Predict which catalyst facilitates the given reaction. (1) Reactant: [Cl:1][C:2]1[CH:3]=[CH:4][C:5]2[NH:11][C:10](=S)[C@@H:9]([CH2:13][C:14]([O:16][CH2:17][CH3:18])=[O:15])[O:8][C@H:7]([C:19]3[CH:24]=[CH:23][CH:22]=[C:21]([O:25][CH3:26])[C:20]=3[O:27][CH3:28])[C:6]=2[CH:29]=1.[C:30]([NH:33][NH2:34])(=[O:32])[CH3:31]. Product: [C:30]([NH:33][N:34]=[C:10]1[C@@H:9]([CH2:13][C:14]([O:16][CH2:17][CH3:18])=[O:15])[O:8][C@H:7]([C:19]2[CH:24]=[CH:23][CH:22]=[C:21]([O:25][CH3:26])[C:20]=2[O:27][CH3:28])[C:6]2[CH:29]=[C:2]([Cl:1])[CH:3]=[CH:4][C:5]=2[NH:11]1)(=[O:32])[CH3:31]. The catalyst class is: 41. (2) Reactant: [NH2:1][C:2]1[C:12]([Br:13])=[CH:11][C:5]([C:6]([O:8][CH2:9][CH3:10])=[O:7])=[CH:4][N:3]=1.CO[CH:16](OC)[CH2:17]Br.C1(C)C=CC(S(O)(=O)=O)=CC=1.[Li+].[Cl-]. Product: [Br:13][C:12]1[C:2]2[N:3]([CH:16]=[CH:17][N:1]=2)[CH:4]=[C:5]([C:6]([O:8][CH2:9][CH3:10])=[O:7])[CH:11]=1. The catalyst class is: 9. (3) Reactant: [CH3:1][C:2]([CH3:21])([CH3:20])[C:3]([N:5]1[CH2:10][CH2:9][C:8]([CH2:17][CH:18]=O)([C:11]2[CH:16]=[CH:15][CH:14]=[CH:13][CH:12]=2)[O:7][CH2:6]1)=[O:4].Cl.Cl.[C@@H:24]12[NH:31][C@@H:28]([CH2:29][CH2:30]1)[CH2:27][CH:26]([N:32]1[C:36]3[CH:37]=[CH:38][CH:39]=[CH:40][C:35]=3[N:34]=[C:33]1[CH3:41])[CH2:25]2.C(N(C(C)C)CC)(C)C.C(O[BH-](OC(=O)C)OC(=O)C)(=O)C.[Na+]. Product: [CH3:21][C:2]([CH3:1])([CH3:20])[C:3]([N:5]1[CH2:10][CH2:9][C:8]([CH2:17][CH2:18][N:31]2[C@H:28]3[CH2:29][CH2:30][C@@H:24]2[CH2:25][CH:26]([N:32]2[C:36]4[CH:37]=[CH:38][CH:39]=[CH:40][C:35]=4[N:34]=[C:33]2[CH3:41])[CH2:27]3)([C:11]2[CH:12]=[CH:13][CH:14]=[CH:15][CH:16]=2)[O:7][CH2:6]1)=[O:4]. The catalyst class is: 2. (4) Reactant: [CH3:1][O:2][C:3]1[CH:4]=[CH:5][C:6]([CH:10]2[CH2:19][CH2:18][C:17]3[C:12](=[CH:13][CH:14]=[C:15]([O:20][CH3:21])[CH:16]=3)[CH2:11]2)=[C:7]([NH2:9])[CH:8]=1.[C:22](OC(=O)C)(=[O:24])[CH3:23].C(=O)(O)[O-].[Na+]. Product: [CH3:1][O:2][C:3]1[CH:4]=[CH:5][C:6]([CH:10]2[CH2:19][CH2:18][C:17]3[C:12](=[CH:13][CH:14]=[C:15]([O:20][CH3:21])[CH:16]=3)[CH2:11]2)=[C:7]([NH:9][C:22](=[O:24])[CH3:23])[CH:8]=1. The catalyst class is: 17. (5) Reactant: [CH2:1]1[CH2:5]O[CH2:3][CH2:2]1.Br[C:7]1[CH:12]=[CH:11][C:10]([C:13]2[CH:18]=[CH:17][CH:16]=[CH:15][CH:14]=2)=[CH:9][CH:8]=1.[CH3:19][CH2:20][CH2:21][CH2:22][CH2:23][CH3:24].[CH2:25]([Li])[CH2:26]CC.[C:30]([C:34]1[CH:47]=[CH:46][C:45]2[C:44](=[O:48])[C:43]3[C:38](=[CH:39][CH:40]=[CH:41][CH:42]=3)[C:37](=[O:49])[C:36]=2[CH:35]=1)([CH3:33])([CH3:32])[CH3:31]. Product: [C:13]1([C:10]2[CH:11]=[CH:12][C:7]([C:37]3([OH:49])[C:36]4[CH:35]=[C:34]([C:30]([CH3:33])([CH3:31])[CH3:32])[CH:47]=[CH:46][C:45]=4[C:44]([C:1]4[CH:5]=[CH:19][C:20]([C:21]5[CH:26]=[CH:25][CH:24]=[CH:23][CH:22]=5)=[CH:3][CH:2]=4)([OH:48])[C:43]4[C:38]3=[CH:39][CH:40]=[CH:41][CH:42]=4)=[CH:8][CH:9]=2)[CH:18]=[CH:17][CH:16]=[CH:15][CH:14]=1. The catalyst class is: 6. (6) Reactant: [CH3:1][N:2]1[C:7](=[O:8])[C:6]2[CH:9]=[C:10]([C:12]3[CH:17]=[C:16]([S:18]([N:21]4[CH2:26][CH2:25][NH:24][CH2:23][CH2:22]4)(=[O:20])=[O:19])[CH:15]=[CH:14][C:13]=3[O:27][CH2:28][CH2:29][CH3:30])[NH:11][C:5]=2[N:4]([CH2:31][CH2:32][CH3:33])[C:3]1=[O:34].[CH:35](=O)[CH2:36][CH3:37].[Na]. Product: [CH3:1][N:2]1[C:7](=[O:8])[C:6]2[CH:9]=[C:10]([C:12]3[CH:17]=[C:16]([S:18]([N:21]4[CH2:26][CH2:25][N:24]([CH2:35][CH2:36][CH3:37])[CH2:23][CH2:22]4)(=[O:20])=[O:19])[CH:15]=[CH:14][C:13]=3[O:27][CH2:28][CH2:29][CH3:30])[NH:11][C:5]=2[N:4]([CH2:31][CH2:32][CH3:33])[C:3]1=[O:34]. The catalyst class is: 130. (7) Reactant: [I:1][C:2]1[CH:7]=[CH:6][N:5]=[C:4]2[NH:8][N:9]=[C:10]([C:11]([F:14])([F:13])[F:12])[C:3]=12.C(=O)([O-])[O-:16].[Cs+].[Cs+].[Cl:21][C:22]1[CH:23]=[C:24]([CH:27]=[CH:28][C:29]=1F)[C:25]#[N:26].C(OCC)(=O)C. Product: [Cl:21][C:22]1[CH:23]=[C:24]([CH:27]=[CH:28][C:29]=1[N:8]1[C:4]2=[N:5][CH:6]=[CH:7][C:2]([I:1])=[C:3]2[C:10]([C:11]([F:14])([F:12])[F:13])=[N:9]1)[C:25]([NH2:26])=[O:16]. The catalyst class is: 10. (8) Reactant: [CH3:1][O:2][C:3]1[CH:8]=[C:7]([CH2:9][N:10]2[CH2:15][CH2:14][CH2:13][CH2:12][CH2:11]2)[CH:6]=[CH:5][C:4]=1[OH:16].C([O-])([O-])=O.[Cs+].[Cs+].Br[CH2:24][CH2:25][CH2:26][CH2:27][CH2:28][O:29][C:30]1[C:39]2[C:34](=[CH:35][C:36]([Cl:40])=[CH:37][CH:38]=2)[N:33]=[CH:32][CH:31]=1. Product: [CH3:1][O:2][C:3]1[CH:8]=[C:7]([CH2:9][N:10]2[CH2:15][CH2:14][CH2:13][CH2:12][CH2:11]2)[CH:6]=[CH:5][C:4]=1[O:16][CH2:24][CH2:25][CH2:26][CH2:27][CH2:28][O:29][C:30]1[C:39]2[C:34](=[CH:35][C:36]([Cl:40])=[CH:37][CH:38]=2)[N:33]=[CH:32][CH:31]=1. The catalyst class is: 3. (9) Reactant: O1C[CH2:5][N:4]([C:7]2[CH:12]=[CH:11][C:10]([C:13]3[NH:14][C:15]4[C:20]([N:21]=3)=[C:19]([C:22]3[CH:23]=[CH:24][C:25]([O:30][CH:31]5[CH2:36][CH2:35][NH:34][CH2:33][CH2:32]5)=[C:26]([CH:29]=3)[C:27]#[N:28])[N:18]=[CH:17][N:16]=4)=[CH:9][CH:8]=2)[CH2:3][CH2:2]1.[F:37][CH:38]([F:42])[C:39](O)=[O:40].C[CH2:44][N:45](C(C)C)[CH:46](C)C.CN(C(ON1N=NC2C=CC=NC1=2)=[N+](C)C)C.F[P-](F)(F)(F)(F)F. Product: [F:37][CH:38]([F:42])[C:39]([N:34]1[CH2:35][CH2:36][CH:31]([O:30][C:25]2[CH:24]=[CH:23][C:22]([C:19]3[N:18]=[CH:17][N:16]=[C:15]4[C:20]=3[N:21]=[C:13]([C:10]3[CH:9]=[CH:8][C:7]([N:4]5[CH2:3][CH2:2][N:45]([CH3:46])[CH2:44][CH2:5]5)=[CH:12][CH:11]=3)[NH:14]4)=[CH:29][C:26]=2[C:27]#[N:28])[CH2:32][CH2:33]1)=[O:40]. The catalyst class is: 3. (10) Reactant: [H-].[H-].[H-].[H-].[Li+].[Al+3].[CH2:7]([C:10]1[N:14]2[CH:15]=[CH:16][CH:17]=[CH:18][C:13]2=[N:12][C:11]=1[C:19]([O-])=[O:20])[CH2:8][CH3:9]. Product: [OH:20][CH2:19][C:11]1[N:12]=[C:13]2[CH:18]=[CH:17][CH:16]=[CH:15][N:14]2[C:10]=1[CH2:7][CH2:8][CH3:9]. The catalyst class is: 1.